Dataset: Forward reaction prediction with 1.9M reactions from USPTO patents (1976-2016). Task: Predict the product of the given reaction. Given the reactants Cl[C:2]1[N:7]=[CH:6][C:5]([Cl:8])=[CH:4][N:3]=1.C(Cl)Cl.[C:12]([O:16][C:17]([NH:19][CH2:20][C:21]1[CH:26]=[CH:25][C:24](B(O)O)=[CH:23][CH:22]=1)=[O:18])([CH3:15])([CH3:14])[CH3:13].C([O-])([O-])=O.[Na+].[Na+], predict the reaction product. The product is: [C:12]([O:16][C:17](=[O:18])[NH:19][CH2:20][C:21]1[CH:22]=[CH:23][C:24]([C:2]2[N:7]=[CH:6][C:5]([Cl:8])=[CH:4][N:3]=2)=[CH:25][CH:26]=1)([CH3:15])([CH3:13])[CH3:14].